The task is: Predict the reactants needed to synthesize the given product.. This data is from Retrosynthesis with 50K atom-mapped reactions and 10 reaction types from USPTO. (1) Given the product CC(C)(C)OC(=O)NCc1cnn(C[C@H]2NC(=O)[C@H]2NC(=O)/C(=N\OC2(C(=O)OC(c3ccccc3)c3ccccc3)CC2)c2csc(NC(=O)OC(C)(C)C)n2)n1, predict the reactants needed to synthesize it. The reactants are: CC(C)(C)OC(=O)NCc1cnn(C[C@H]2NC(=O)[C@H]2N)n1.CC(C)(C)OC(=O)Nc1nc(/C(=N/OC2(C(=O)OC(c3ccccc3)c3ccccc3)CC2)C(=O)O)cs1. (2) The reactants are: NCCC1(O)CCc2ccccc2C12CCCC2.O=C(Cl)OCC(Cl)(Cl)Cl. Given the product O=C(NCCC1(O)CCc2ccccc2C12CCCC2)OCC(Cl)(Cl)Cl, predict the reactants needed to synthesize it. (3) Given the product Cc1cc(Oc2cccc(Oc3ccc(Cl)cc3Oc3ccccc3F)c2)ccc1CCC(=O)O, predict the reactants needed to synthesize it. The reactants are: COC(=O)CCc1ccc(Oc2cccc(Oc3ccc(Cl)cc3Oc3ccccc3F)c2)cc1C. (4) Given the product COC(=O)CN1CCOCC1, predict the reactants needed to synthesize it. The reactants are: C1COCCN1.COC(=O)CBr. (5) Given the product COC(=O)C(C)(O)c1ccc(OCC(=O)OC(C)(C)C)cc1, predict the reactants needed to synthesize it. The reactants are: CC(C)(C)OC(=O)CBr.COC(=O)C(C)(O)c1ccc(O)cc1.